From a dataset of NCI-60 drug combinations with 297,098 pairs across 59 cell lines. Regression. Given two drug SMILES strings and cell line genomic features, predict the synergy score measuring deviation from expected non-interaction effect. (1) Drug 1: COC1=CC(=CC(=C1O)OC)C2C3C(COC3=O)C(C4=CC5=C(C=C24)OCO5)OC6C(C(C7C(O6)COC(O7)C8=CC=CS8)O)O. Drug 2: C1CCC(CC1)NC(=O)N(CCCl)N=O. Cell line: NCI-H522. Synergy scores: CSS=24.9, Synergy_ZIP=-12.8, Synergy_Bliss=-11.5, Synergy_Loewe=-19.1, Synergy_HSA=-7.02. (2) Drug 1: CN(CC1=CN=C2C(=N1)C(=NC(=N2)N)N)C3=CC=C(C=C3)C(=O)NC(CCC(=O)O)C(=O)O. Drug 2: CCC1(CC2CC(C3=C(CCN(C2)C1)C4=CC=CC=C4N3)(C5=C(C=C6C(=C5)C78CCN9C7C(C=CC9)(C(C(C8N6C=O)(C(=O)OC)O)OC(=O)C)CC)OC)C(=O)OC)O.OS(=O)(=O)O. Cell line: COLO 205. Synergy scores: CSS=76.3, Synergy_ZIP=0.505, Synergy_Bliss=0.481, Synergy_Loewe=-9.63, Synergy_HSA=-0.860. (3) Drug 1: CCC1=CC2CC(C3=C(CN(C2)C1)C4=CC=CC=C4N3)(C5=C(C=C6C(=C5)C78CCN9C7C(C=CC9)(C(C(C8N6C)(C(=O)OC)O)OC(=O)C)CC)OC)C(=O)OC.C(C(C(=O)O)O)(C(=O)O)O. Drug 2: CC1=C(C(=CC=C1)Cl)NC(=O)C2=CN=C(S2)NC3=CC(=NC(=N3)C)N4CCN(CC4)CCO. Cell line: HCC-2998. Synergy scores: CSS=63.2, Synergy_ZIP=3.12, Synergy_Bliss=0.422, Synergy_Loewe=-2.92, Synergy_HSA=-2.34. (4) Drug 1: CC(CN1CC(=O)NC(=O)C1)N2CC(=O)NC(=O)C2. Drug 2: CC1CCC2CC(C(=CC=CC=CC(CC(C(=O)C(C(C(=CC(C(=O)CC(OC(=O)C3CCCCN3C(=O)C(=O)C1(O2)O)C(C)CC4CCC(C(C4)OC)OCCO)C)C)O)OC)C)C)C)OC. Cell line: A498. Synergy scores: CSS=25.3, Synergy_ZIP=-2.60, Synergy_Bliss=-2.21, Synergy_Loewe=1.89, Synergy_HSA=3.02.